Dataset: Forward reaction prediction with 1.9M reactions from USPTO patents (1976-2016). Task: Predict the product of the given reaction. (1) Given the reactants [F:1][C:2]1([F:34])[C:10]([CH3:12])([CH3:11])[CH2:9][C:8]2[N:7]([CH2:13][C:14]([OH:16])=[O:15])[C:6]([CH3:17])=[C:5]([CH2:18][C:19]3[CH:24]=[CH:23][CH:22]=[CH:21][C:20]=3[S:25]([N:28]3[CH2:32][CH2:31][CH2:30][CH2:29]3)(=[O:27])=[O:26])[C:4]=2[C:3]1=O.[H-].[H-].[H-].[H-].[Li+].[Al+3].FC(F)(F)C(O)=O.C([SiH](CC)CC)C, predict the reaction product. The product is: [F:34][C:2]1([F:1])[C:10]([CH3:11])([CH3:12])[CH2:9][C:8]2[N:7]([CH2:13][C:14]([OH:16])=[O:15])[C:6]([CH3:17])=[C:5]([CH2:18][C:19]3[CH:24]=[CH:23][CH:22]=[CH:21][C:20]=3[S:25]([N:28]3[CH2:32][CH2:31][CH2:30][CH2:29]3)(=[O:26])=[O:27])[C:4]=2[CH2:3]1. (2) Given the reactants [CH3:1][O:2][C:3]1[CH:10]=[C:9]([O:11][CH3:12])[CH:8]=[CH:7][C:4]=1[CH:5]=[O:6].[I:13]Cl.Cl, predict the reaction product. The product is: [I:13][C:8]1[C:9]([O:11][CH3:12])=[CH:10][C:3]([O:2][CH3:1])=[C:4]([CH:7]=1)[CH:5]=[O:6]. (3) The product is: [Cl:8][C:5]1[C:4]([NH:9][S:10]([C:13]2[CH:18]=[CH:17][CH:16]=[CH:15][CH:14]=2)(=[O:12])=[O:11])=[CH:3][C:2]([C:43]2[CH:44]=[C:45]3[C:50](=[CH:51][CH:52]=2)[N:49]=[CH:48][N:47]=[CH:46]3)=[CH:7][N:6]=1. Given the reactants Br[C:2]1[CH:3]=[C:4]([NH:9][S:10]([C:13]2[CH:18]=[CH:17][CH:16]=[CH:15][CH:14]=2)(=[O:12])=[O:11])[C:5]([Cl:8])=[N:6][CH:7]=1.B1(B2OC(C)(C)C(C)(C)O2)OC(C)(C)C(C)(C)O1.C([O-])(=O)C.[K+].Br[C:43]1[CH:44]=[C:45]2[C:50](=[CH:51][CH:52]=1)[N:49]=[CH:48][N:47]=[CH:46]2.C(=O)([O-])[O-].[Na+].[Na+], predict the reaction product. (4) Given the reactants S.[Cl:2][C:3]1[S:7][C:6]([O:8][CH2:9][C:10]([N:12]2[CH2:17][CH2:16][N:15]([CH2:18][C:19]3[CH:24]=[CH:23][C:22]([C:25]#[N:26])=[CH:21][CH:20]=3)[C:14](=[O:27])[CH:13]2[CH2:28][C:29]([O:31][CH2:32][CH3:33])=[O:30])=[O:11])=[CH:5][CH:4]=1.CI.[CH3:36][NH:37][CH3:38].C(O)(=O)C, predict the reaction product. The product is: [CH3:36][N:37]([N:26]=[CH:25][C:22]1[CH:23]=[CH:24][C:19]([CH2:18][N:15]2[CH2:16][CH2:17][N:12]([C:10](=[O:11])[CH2:9][O:8][C:6]3[S:7][C:3]([Cl:2])=[CH:4][CH:5]=3)[CH:13]([CH2:28][C:29]([O:31][CH2:32][CH3:33])=[O:30])[C:14]2=[O:27])=[CH:20][CH:21]=1)[CH3:38]. (5) The product is: [CH2:36]([O:35][CH2:34][CH:33]([NH:32][C:46](=[O:48])[CH2:83][CH2:82][CH2:81][CH2:77][NH:70][C:71]1[CH:76]=[CH:75][CH:74]=[CH:73][N:72]=1)[C:1]([NH:18][CH:19]([C:24]1[CH:29]=[C:28]([Cl:30])[CH:27]=[C:26]([Br:31])[CH:25]=1)[CH2:20][C:21]([OH:23])=[O:22])=[O:3])[C:37]1[CH:38]=[CH:39][CH:40]=[CH:41][CH:42]=1. Given the reactants [C:1]([NH:18][CH:19]([C:24]1[CH:29]=[C:28]([Cl:30])[CH:27]=[C:26]([Br:31])[CH:25]=1)[CH2:20][C:21]([OH:23])=[O:22])([O:3]CC1C2C(=CC=CC=2)C2C1=CC=CC=2)=O.[NH:32]([C:46]([O:48]CC1C2C(=CC=CC=2)C2C1=CC=CC=2)=O)[C@H:33](C(O)=O)[CH2:34][O:35][CH2:36][C:37]1[CH:42]=[CH:41][CH:40]=[CH:39][CH:38]=1.C(OC([N:70]([CH:77]([CH2:81][CH2:82][CH3:83])C(O)=O)[C:71]1[CH:76]=[CH:75][CH:74]=[CH:73][N:72]=1)=O)(C)(C)C, predict the reaction product. (6) Given the reactants [CH3:1][O:2][C:3]([C@@H:5]1[CH2:10][CH2:9][C@@H:8]([N:11]=[N+]=[N-])[C@H:7]([OH:14])[CH2:6]1)=[O:4], predict the reaction product. The product is: [C:3]([OH:4])(=[O:2])[CH3:5].[CH3:1][O:2][C:3]([C@@H:5]1[CH2:10][CH2:9][C@@H:8]([NH2:11])[C@H:7]([OH:14])[CH2:6]1)=[O:4]. (7) Given the reactants Br[C:2]1[CH:7]=[C:6]([O:8][CH3:9])[CH:5]=[C:4]([Br:10])[CH:3]=1.[Li]CCCC.CN([CH:19]=[O:20])C, predict the reaction product. The product is: [Br:10][C:4]1[CH:3]=[C:2]([CH:7]=[C:6]([O:8][CH3:9])[CH:5]=1)[CH:19]=[O:20]. (8) Given the reactants FC(F)(F)C(O)=O.[Cl:8][C:9]1[CH:10]=[C:11]([CH:31]=[CH:32][C:33]=1[O:34][CH2:35][C:36]1[CH:41]=[CH:40][CH:39]=[C:38]([F:42])[CH:37]=1)[NH:12][C:13]1[C:22]2[C:17](=[CH:18][C:19]([OH:30])=[CH:20][C:21]=2[O:23][CH:24]2[CH2:29][CH2:28][O:27][CH2:26][CH2:25]2)[N:16]=[CH:15][N:14]=1.Br[CH2:44][CH2:45][CH2:46][Cl:47], predict the reaction product. The product is: [Cl:8][C:9]1[CH:10]=[C:11]([CH:31]=[CH:32][C:33]=1[O:34][CH2:35][C:36]1[CH:41]=[CH:40][CH:39]=[C:38]([F:42])[CH:37]=1)[NH:12][C:13]1[C:22]2[C:17](=[CH:18][C:19]([O:30][CH2:44][CH2:45][CH2:46][Cl:47])=[CH:20][C:21]=2[O:23][CH:24]2[CH2:29][CH2:28][O:27][CH2:26][CH2:25]2)[N:16]=[CH:15][N:14]=1.